From a dataset of NCI-60 drug combinations with 297,098 pairs across 59 cell lines. Regression. Given two drug SMILES strings and cell line genomic features, predict the synergy score measuring deviation from expected non-interaction effect. (1) Drug 1: COCCOC1=C(C=C2C(=C1)C(=NC=N2)NC3=CC=CC(=C3)C#C)OCCOC.Cl. Synergy scores: CSS=49.4, Synergy_ZIP=-2.11, Synergy_Bliss=-3.13, Synergy_Loewe=2.12, Synergy_HSA=2.88. Cell line: SNB-19. Drug 2: CC1C(C(CC(O1)OC2CC(CC3=C2C(=C4C(=C3O)C(=O)C5=C(C4=O)C(=CC=C5)OC)O)(C(=O)CO)O)N)O.Cl. (2) Drug 1: C1CC(C1)(C(=O)O)C(=O)O.[NH2-].[NH2-].[Pt+2]. Drug 2: CN1C2=C(C=C(C=C2)N(CCCl)CCCl)N=C1CCCC(=O)O.Cl. Cell line: RPMI-8226. Synergy scores: CSS=17.5, Synergy_ZIP=-1.86, Synergy_Bliss=-2.60, Synergy_Loewe=-16.0, Synergy_HSA=-2.74. (3) Drug 1: C1=NNC2=C1C(=O)NC=N2. Drug 2: C1CN(P(=O)(OC1)NCCCl)CCCl. Cell line: HT29. Synergy scores: CSS=2.18, Synergy_ZIP=-1.85, Synergy_Bliss=-2.32, Synergy_Loewe=2.79, Synergy_HSA=-0.564. (4) Drug 1: CN(CC1=CN=C2C(=N1)C(=NC(=N2)N)N)C3=CC=C(C=C3)C(=O)NC(CCC(=O)O)C(=O)O. Drug 2: C1CNP(=O)(OC1)N(CCCl)CCCl. Cell line: CCRF-CEM. Synergy scores: CSS=56.5, Synergy_ZIP=2.53, Synergy_Bliss=0.689, Synergy_Loewe=-32.5, Synergy_HSA=0.762. (5) Drug 1: CC1=C2C(C(=O)C3(C(CC4C(C3C(C(C2(C)C)(CC1OC(=O)C(C(C5=CC=CC=C5)NC(=O)C6=CC=CC=C6)O)O)OC(=O)C7=CC=CC=C7)(CO4)OC(=O)C)O)C)OC(=O)C. Drug 2: CC(C)NC(=O)C1=CC=C(C=C1)CNNC.Cl. Cell line: HCT-15. Synergy scores: CSS=4.97, Synergy_ZIP=0.963, Synergy_Bliss=1.52, Synergy_Loewe=-1.63, Synergy_HSA=-1.10. (6) Drug 1: C(CC(=O)O)C(=O)CN.Cl. Drug 2: C(CN)CNCCSP(=O)(O)O. Cell line: 786-0. Synergy scores: CSS=29.6, Synergy_ZIP=-7.93, Synergy_Bliss=1.97, Synergy_Loewe=-7.94, Synergy_HSA=0.926. (7) Drug 1: C1=CC(=CC=C1C#N)C(C2=CC=C(C=C2)C#N)N3C=NC=N3. Drug 2: CC1=C(C=C(C=C1)C(=O)NC2=CC(=CC(=C2)C(F)(F)F)N3C=C(N=C3)C)NC4=NC=CC(=N4)C5=CN=CC=C5. Cell line: LOX IMVI. Synergy scores: CSS=-3.30, Synergy_ZIP=4.31, Synergy_Bliss=4.59, Synergy_Loewe=-4.57, Synergy_HSA=-4.40. (8) Drug 2: CC1C(C(CC(O1)OC2CC(CC3=C2C(=C4C(=C3O)C(=O)C5=C(C4=O)C(=CC=C5)OC)O)(C(=O)CO)O)N)O.Cl. Cell line: M14. Drug 1: CNC(=O)C1=CC=CC=C1SC2=CC3=C(C=C2)C(=NN3)C=CC4=CC=CC=N4. Synergy scores: CSS=43.0, Synergy_ZIP=1.11, Synergy_Bliss=3.05, Synergy_Loewe=-14.0, Synergy_HSA=0.484.